Dataset: Forward reaction prediction with 1.9M reactions from USPTO patents (1976-2016). Task: Predict the product of the given reaction. (1) The product is: [C:23]([O:26][CH2:2][C:3]1([CH3:22])[C@@:11]2([CH3:14])[CH2:12][CH2:13][C@@H:4]1[C:5]1[CH:6]=[C:7]([C:15]3[CH:20]=[CH:19][CH:18]=[CH:17][C:16]=3[F:21])[N:8]=[N:9][C:10]=12)(=[O:25])[CH3:24]. Given the reactants Br[CH2:2][C:3]1([CH3:22])[C@@:11]2([CH3:14])[CH2:12][CH2:13][C@@H:4]1[C:5]1[CH:6]=[C:7]([C:15]3[CH:20]=[CH:19][CH:18]=[CH:17][C:16]=3[F:21])[N:8]=[N:9][C:10]=12.[C:23]([O-:26])(=[O:25])[CH3:24].[Cs+], predict the reaction product. (2) Given the reactants [F:1][C:2]1([F:25])[CH2:7][CH2:6][CH:5]([CH2:8][C:9]2[N:13]3[C:14]([CH3:20])=[CH:15][C:16]([C:18]#[N:19])=[CH:17][C:12]3=[N:11][C:10]=2[C:21]([OH:24])([CH3:23])[CH3:22])[CH2:4][CH2:3]1.[H-].[Na+].I[CH2:29][CH3:30].[Cl-].[NH4+], predict the reaction product. The product is: [F:25][C:2]1([F:1])[CH2:7][CH2:6][CH:5]([CH2:8][C:9]2[N:13]3[C:14]([CH3:20])=[CH:15][C:16]([C:18]#[N:19])=[CH:17][C:12]3=[N:11][C:10]=2[C:21]([O:24][CH2:29][CH3:30])([CH3:22])[CH3:23])[CH2:4][CH2:3]1. (3) Given the reactants [CH2:1]([O:3][C:4]([C:6]1[N+:10](C)([CH3:11])[NH:9][C:8](=[O:13])[CH:7]=1)=[O:5])[CH3:2].Cl, predict the reaction product. The product is: [CH2:1]([O:3][C:4]([C:6]1[N:10]([CH3:11])[N:9]=[C:8]([OH:13])[CH:7]=1)=[O:5])[CH3:2]. (4) Given the reactants [CH3:1][O:2][C:3]1[CH:8]=[C:7]([N:9]2[CH2:14][CH2:13][N:12]([CH3:15])[CH2:11][CH2:10]2)[CH:6]=[CH:5][C:4]=1[NH:16][C:17]1[N:22]=[C:21]2[N:23](C3CCCCO3)[N:24]=[CH:25][C:20]2=[C:19]([O:32][C:33]2[CH:34]=[C:35]([NH:39][C:40](=[O:43])[CH:41]=[CH2:42])[CH:36]=[CH:37][CH:38]=2)[N:18]=1.Cl, predict the reaction product. The product is: [CH3:1][O:2][C:3]1[CH:8]=[C:7]([N:9]2[CH2:14][CH2:13][N:12]([CH3:15])[CH2:11][CH2:10]2)[CH:6]=[CH:5][C:4]=1[NH:16][C:17]1[N:22]=[C:21]2[NH:23][N:24]=[CH:25][C:20]2=[C:19]([O:32][C:33]2[CH:34]=[C:35]([NH:39][C:40](=[O:43])[CH:41]=[CH2:42])[CH:36]=[CH:37][CH:38]=2)[N:18]=1.